From a dataset of Drug-target binding data from BindingDB using IC50 measurements. Regression. Given a target protein amino acid sequence and a drug SMILES string, predict the binding affinity score between them. We predict pIC50 (pIC50 = -log10(IC50 in M); higher means more potent). Dataset: bindingdb_ic50. (1) The small molecule is CC1(C)[C@H](C(=O)O)N2C(=O)C[C@H]2S1(=O)=O. The target protein sequence is MRFIHALLLAGIAHSAYASEKLTFKTDLEKLEREKAAQIGVAIVDPQGEIVAGHRMAQRFAMCSTFKFPLAALVFERIDSGTERGDRKLSYGPDMIVKWSPATERFLASGHMTVLEAAQAAVQLSDNGATNLLLREIGGPAAMTQYFRKIGDSVSRLDRKEPEMNDNTPGDLRDTTTPIAMARTVAKVLYGGALTSTSTHTIERWLIGNQTGDATLRAGFPKDWVVGEKTGTCANGGRNDIGFFKAQERDYAVAVYTTAPKLSAVERDELVASVGQVITQLILSTDK. The pIC50 is 6.4. (2) The target protein sequence is MNEITSPEQYDLETTALKVPPHSIEAEQAVLGGLMLDNNAWERVSDSVSDGDFYRHDHRLIFRAIYKLAEANQPIDVVTLSEQLEKEGQLAQVGGLAYLGELAKNIPSVANIKAYAQIIRERATLRQLIGISNEIADSAFHPEGRGANEILDEAERKIFEVAEARPKTGGPVGISDILVKTIDRIDYLFNTTEALTGVSTGFTDLDEKTSGLQPADLIIVAGRPSMGKTTFAMNLVENAVMRTDKAVLVYSLEMPSDSIVMRMLSSLGRIDQTKVRSGKLDDEDWPRLTSAINLLNDKKLFIDDTAGISPSEMRARTRRLVREHGDLALIMIDYLQLMQIPGSSGDNRTNEISEISRSLKALAKEFNCPVIALSQLNRSLEQRPNKRPVNSDLRESGAIEQDADVIMFVYRDEVYHPETEFKGVAEIIIGKQRNGPIGTVRLAFIGKYTRFENLAAGMYNFEDE. The pIC50 is 5.3. The compound is Fc1ccc(Nc2nc(Nc3ccc(F)c(F)c3)nc(N3CCN(CCOc4ccccc4)CC3)n2)cc1F. (3) The drug is NC1=N[C@@]2(c3ccc(F)cc3F)CO[C@@H](C3CC3)C[C@H]2CS1. The target protein sequence is APELAPAPFTLPLRVAAATNRVVAPTPGPGTPAERHADGLALALEPALASPAGAANFLAMVDNLQGDSGRGYYLEMLIGTPPQKLQILVDTGSSNFAVAGTPHSYIDTYFDTERSSTYRSKGFDVTVKYTQGSWTGFVGEDLVTIPKGFNTSFLVNIATIFESENFFLPGIKWNGILGLAYATLAKPSSSLETFFDSLVTQANIPNVFSMQMCGAGLPVAGSGTNGGSLVLGGIEPSLYKGDIWYTPIKEEWYYQIEILKLEIGGQSLNLDCREYNADKAIVDSGTTLLRLPQKVFDAVVEAVARASLIPEFSDGFWTGSQLACWTNSETPWSYFPKISIYLRDENSSRSFRITILPQLYIQPMMGAGLNYECYRFGISPSTNALVIGATVMEGFYVIFDRAQKRVGFAASPCAEIAGAAVSEISGPFSTEDVASNCVPAQSLSEP. The pIC50 is 5.7. (4) The small molecule is O=C1NC(=O)C2=C1c1cn(c3ncccc13)CCOCCOCCOCCn1cc2c2cccnc21. The target protein (P05129) has sequence MAGLGPGVGDSEGGPRPLFCRKGALRQKVVHEVKSHKFTARFFKQPTFCSHCTDFIWGIGKQGLQCQVCSFVVHRRCHEFVTFECPGAGKGPQTDDPRNKHKFRLHSYSSPTFCDHCGSLLYGLVHQGMKCSCCEMNVHRRCVRSVPSLCGVDHTERRGRLQLEIRAPTADEIHVTVGEARNLIPMDPNGLSDPYVKLKLIPDPRNLTKQKTRTVKATLNPVWNETFVFNLKPGDVERRLSVEVWDWDRTSRNDFMGAMSFGVSELLKAPVDGWYKLLNQEEGEYYNVPVADADNCSLLQKFEACNYPLELYERVRMGPSSSPIPSPSPSPTDPKRCFFGASPGRLHISDFSFLMVLGKGSFGKVMLAERRGSDELYAIKILKKDVIVQDDDVDCTLVEKRVLALGGRGPGGRPHFLTQLHSTFQTPDRLYFVMEYVTGGDLMYHIQQLGKFKEPHAAFYAAEIAIGLFFLHNQGIIYRDLKLDNVMLDAEGHIKITDFG.... The pIC50 is 5.0. (5) The drug is CS(=O)(=O)c1ccccc1-c1ccc(NC(=O)c2cc(C(F)(F)F)nn2-c2cccc(CN)c2)c(F)c1. The target protein (P08603) has sequence MRLLAKIICLMLWAICVAEDCNELPPRRNTEILTGSWSDQTYPEGTQAIYKCRPGYRSLGNVIMVCRKGEWVALNPLRKCQKRPCGHPGDTPFGTFTLTGGNVFEYGVKAVYTCNEGYQLLGEINYRECDTDGWTNDIPICEVVKCLPVTAPENGKIVSSAMEPDREYHFGQAVRFVCNSGYKIEGDEEMHCSDDGFWSKEKPKCVEISCKSPDVINGSPISQKIIYKENERFQYKCNMGYEYSERGDAVCTESGWRPLPSCEEKSCDNPYIPNGDYSPLRIKHRTGDEITYQCRNGFYPATRGNTAKCTSTGWIPAPRCTLKPCDYPDIKHGGLYHENMRRPYFPVAVGKYYSYYCDEHFETPSGSYWDHIHCTQDGWSPAVPCLRKCYFPYLENGYNQNYGRKFVQGKSIDVACHPGYALPKAQTTVTCMENGWSPTPRCIRVKTCSKSSIDIENGFISESQYTYALKEKAKYQCKLGYVTADGETSGSITCGKDGWS.... The pIC50 is 4.4. (6) The compound is O=C1Nc2ccc(Cl)cc2[C@@](C#CC2CC2)(C(F)(F)F)O1. The target protein (P12497) has sequence MGARASVLSGGELDKWEKIRLRPGGKKQYKLKHIVWASRELERFAVNPGLLETSEGCRQILGQLQPSLQTGSEELRSLYNTIAVLYCVHQRIDVKDTKEALDKIEEEQNKSKKKAQQAAADTGNNSQVSQNYPIVQNLQGQMVHQAISPRTLNAWVKVVEEKAFSPEVIPMFSALSEGATPQDLNTMLNTVGGHQAAMQMLKETINEEAAEWDRLHPVHAGPIAPGQMREPRGSDIAGTTSTLQEQIGWMTHNPPIPVGEIYKRWIILGLNKIVRMYSPTSILDIRQGPKEPFRDYVDRFYKTLRAEQASQEVKNWMTETLLVQNANPDCKTILKALGPGATLEEMMTACQGVGGPGHKARVLAEAMSQVTNPATIMIQKGNFRNQRKTVKCFNCGKEGHIAKNCRAPRKKGCWKCGKEGHQMKDCTERQANFLREDLAFPQGKAREFSSEQTRANSPTRRELQVWGRDNNSLSEAGADRQGTVSFSFPQITLWQRPLVT.... The pIC50 is 7.7. (7) The drug is CCn1cc(C#N)c2cc(Oc3ccc(NC(=O)CN)cc3)ccc21. The target protein (O60825) has sequence MSGASSSEQNNNSYETKTPNLRMSEKKCSWASYMTNSPTLIVMIGLPARGKTYVSKKLTRYLNWIGVPTKVFNLGVYRREAVKSYKSYDFFRHDNEEAMKIRKQCALVALEDVKAYLTEENGQIAVFDATNTTRERRDMILNFAEQNSFKVFFVESVCDDPDVIAANILEVKVSSPDYPERNRENVMEDFLKRIECYKVTYRPLDPDNYDKDLSFIKVINVGQRFLVNRVQDYIQSKIVYYLMNIHVQPRTIYLCRHGESEFNLLGKIGGDSGLSVRGKQFAQALRKFLEEQEITDLKVWTSQLKRTIQTAESLGVPYEQWKILNEIDAGVCEEMTYAEIEKRYPEEFALRDQEKYLYRYPGGESYQDLVQRLEPVIMELERQGNVLVISHQAVMRCLLAYFLDKGADELPYLRCPLHTIFKLTPVAYGCKVETIKLNVEAVNTHRDKPTNNFPKNQTPVRMRRNSFTPLSSSNTIRRPRNYSVGSRPLKPLSPLRAQDM.... The pIC50 is 4.6.